Dataset: Catalyst prediction with 721,799 reactions and 888 catalyst types from USPTO. Task: Predict which catalyst facilitates the given reaction. (1) Reactant: [N+:1]([C:4]1[CH:8]=[CH:7][NH:6][N:5]=1)([O-:3])=[O:2].[CH3:9][C:10]1([CH3:13])[CH2:12][O:11]1.C(=O)([O-])[O-].[K+].[K+].CN(C=O)C. Product: [CH3:9][C:10]([OH:11])([CH3:13])[CH2:12][N:6]1[CH:7]=[CH:8][C:4]([N+:1]([O-:3])=[O:2])=[N:5]1. The catalyst class is: 84. (2) Reactant: [OH:1][N:2]=[C:3](Cl)[C:4]1[CH:9]=[CH:8][CH:7]=[C:6]([C:10]([F:13])([F:12])[F:11])[CH:5]=1.[CH3:15][O:16][C:17](=[O:21])[CH2:18][C:19]#[N:20].C[O-].[Na+]. Product: [CH3:15][O:16][C:17]([C:18]1[C:3]([C:4]2[CH:9]=[CH:8][CH:7]=[C:6]([C:10]([F:13])([F:12])[F:11])[CH:5]=2)=[N:2][O:1][C:19]=1[NH2:20])=[O:21]. The catalyst class is: 5. (3) Reactant: [N:1]1([C:14]([O:16]C2C=CC([N+]([O-])=O)=CC=2)=O)[C:9]2[C:4](=[CH:5][C:6]([C:10]([O:12][CH3:13])=[O:11])=[CH:7][CH:8]=2)[CH:3]=[CH:2]1.[NH2:26][C@@H:27]1[CH2:31][N:30]([C:32](=[O:52])[C@@H:33]([NH:38][C:39](=[O:51])[C@@H:40]([N:42]([CH3:50])[C:43](=[O:49])[O:44][C:45]([CH3:48])([CH3:47])[CH3:46])[CH3:41])[C:34]([CH3:37])([CH3:36])[CH3:35])[C@H:29]([C:53](=[O:65])[NH:54][C@H:55]2[C:64]3[C:59](=[CH:60][CH:61]=[CH:62][CH:63]=3)[CH2:58][CH2:57][CH2:56]2)[CH2:28]1.CCN(C(C)C)C(C)C. Product: [C:45]([O:44][C:43]([N:42]([CH3:50])[C@@H:40]([CH3:41])[C:39]([NH:38][C@@H:33]([C:34]([CH3:37])([CH3:36])[CH3:35])[C:32]([N:30]1[C@H:29]([C:53](=[O:65])[NH:54][C@H:55]2[C:64]3[C:59](=[CH:60][CH:61]=[CH:62][CH:63]=3)[CH2:58][CH2:57][CH2:56]2)[CH2:28][C@H:27]([NH:26][C:14]([N:1]2[C:9]3[C:4](=[CH:5][C:6]([C:10]([O:12][CH3:13])=[O:11])=[CH:7][CH:8]=3)[CH:3]=[CH:2]2)=[O:16])[CH2:31]1)=[O:52])=[O:51])=[O:49])([CH3:48])([CH3:47])[CH3:46]. The catalyst class is: 173. (4) Reactant: [S:1]1[C:9]2[CH2:8][CH2:7][NH:6][CH2:5][C:4]=2[CH:3]=[C:2]1[C:10]([O:12][CH2:13][CH3:14])=[O:11].[NH2:15]OS(=O)(=O)O.C([O-])([O-])=O.[K+].[K+]. Product: [NH2:15][N:6]1[CH2:7][CH2:8][C:9]2[S:1][C:2]([C:10]([O:12][CH2:13][CH3:14])=[O:11])=[CH:3][C:4]=2[CH2:5]1. The catalyst class is: 88. (5) The catalyst class is: 4. Reactant: [CH2:1]([O:8][C@@H:9]1[C@@H:15]([O:16][CH2:17][C:18]2[CH:23]=[CH:22][CH:21]=[CH:20][CH:19]=2)[C@H:14]([O:24][CH2:25][C:26]2[CH:31]=[CH:30][CH:29]=[CH:28][CH:27]=2)[C@@H:13]([CH2:32][O:33][CH2:34][C:35]2[CH:40]=[CH:39][CH:38]=[CH:37][CH:36]=2)[O:12][CH:10]1O)[C:2]1[CH:7]=[CH:6][CH:5]=[CH:4][CH:3]=1.C1CCN2C(=NCCC2)CC1.[F:52][B-](F)(F)F. Product: [CH2:1]([O:8][C@@H:9]1[C@@H:15]([O:16][CH2:17][C:18]2[CH:23]=[CH:22][CH:21]=[CH:20][CH:19]=2)[C@H:14]([O:24][CH2:25][C:26]2[CH:31]=[CH:30][CH:29]=[CH:28][CH:27]=2)[C@@H:13]([CH2:32][O:33][CH2:34][C:35]2[CH:40]=[CH:39][CH:38]=[CH:37][CH:36]=2)[O:12][CH:10]1[F:52])[C:2]1[CH:7]=[CH:6][CH:5]=[CH:4][CH:3]=1. (6) The catalyst class is: 205. Reactant: Br[C:2]1[CH:3]=[CH:4][C:5]2[O:6][CH2:7][CH2:8][N:9]([S:12]([C:15]3[CH:16]=[C:17]([CH3:21])[CH:18]=[CH:19][CH:20]=3)(=[O:14])=[O:13])[C:10]=2[N:11]=1.N1[C:35]2[C:26](=[CH:27][CH:28]=[C:29]3[C:34]=2N=CC=C3)[CH:25]=[CH:24]C=1.C([O-])([O-])=[O:37].[Cs+].[Cs+]. Product: [C:26]1([CH:25]([O:37][C:2]2[CH:3]=[CH:4][C:5]3[O:6][CH2:7][CH2:8][N:9]([S:12]([C:15]4[CH:16]=[C:17]([CH3:21])[CH:18]=[CH:19][CH:20]=4)(=[O:14])=[O:13])[C:10]=3[N:11]=2)[CH3:24])[CH:35]=[CH:34][CH:29]=[CH:28][CH:27]=1. (7) Reactant: [NH2:1][C:2]1[C:7]([CH:8]=[O:9])=[CH:6][N:5]=[C:4]([S:10][CH3:11])[N:3]=1.[CH3:12][Mg]Br.C(OCC)C.[Br-]. Product: [NH2:1][C:2]1[C:7]([CH:8]([OH:9])[CH3:12])=[CH:6][N:5]=[C:4]([S:10][CH3:11])[N:3]=1. The catalyst class is: 7.